From a dataset of Reaction yield outcomes from USPTO patents with 853,638 reactions. Predict the reaction yield, written as a fraction of the theoretical maximum amount of product (1.0 means a 100% yield; for example, 0.34 means a 34% yield). The reactants are [Cl:1][C:2]1[C:3]2[CH:10]=[CH:9][NH:8][C:4]=2[N:5]=[CH:6][N:7]=1.C1C(=O)N([I:18])C(=O)C1.O. The catalyst is CN(C=O)C. The product is [Cl:1][C:2]1[C:3]2[C:10]([I:18])=[CH:9][NH:8][C:4]=2[N:5]=[CH:6][N:7]=1. The yield is 1.00.